Dataset: Full USPTO retrosynthesis dataset with 1.9M reactions from patents (1976-2016). Task: Predict the reactants needed to synthesize the given product. (1) Given the product [C:25]1([S:31]([O:34][C@@H:6]2[O:7][C@H:8]([CH2:19][O:20][C:21](=[O:23])[CH3:22])[C@H:9]([O:15][C:16](=[O:18])[CH3:17])[C@H:10]([O:11][C:12](=[O:14])[CH3:13])[C@H:5]2[O:4][C:1](=[O:3])[CH3:2])(=[O:33])=[S:32])[CH:30]=[CH:29][CH:28]=[CH:27][CH:26]=1, predict the reactants needed to synthesize it. The reactants are: [C:1]([O:4][C@@H:5]1[C@@H:10]([O:11][C:12](=[O:14])[CH3:13])[C@@H:9]([O:15][C:16](=[O:18])[CH3:17])[C@@H:8]([CH2:19][O:20][C:21](=[O:23])[CH3:22])[O:7][C@@H:6]1Br)(=[O:3])[CH3:2].[C:25]1([S:31]([O-:34])(=[O:33])=[S:32])[CH:30]=[CH:29][CH:28]=[CH:27][CH:26]=1.[Na+].C(OCC)(=O)C. (2) Given the product [CH2:1]([C:8]1[C:9]([O:20][C@@H:35]2[O:36][C@H:37]([CH2:54][O:55][C:56](=[O:61])[C:57]([CH3:60])([CH3:59])[CH3:58])[C@@H:38]([O:47][C:48](=[O:53])[C:49]([CH3:50])([CH3:51])[CH3:52])[C@H:39]([O:40][C:41](=[O:46])[C:42]([CH3:43])([CH3:44])[CH3:45])[C@H:34]2[O:33][C:27](=[O:32])[C:28]([CH3:31])([CH3:29])[CH3:30])=[N:10][N:11]([C:16](=[O:19])[CH2:17][CH3:18])[C:12]=1[CH:13]([CH3:14])[CH3:15])[C:2]1[CH:7]=[CH:6][CH:5]=[CH:4][CH:3]=1, predict the reactants needed to synthesize it. The reactants are: [CH2:1]([C:8]1[C:9](=[O:20])[NH:10][N:11]([C:16](=[O:19])[CH2:17][CH3:18])[C:12]=1[CH:13]([CH3:15])[CH3:14])[C:2]1[CH:7]=[CH:6][CH:5]=[CH:4][CH:3]=1.C(=O)([O-])[O-].[K+].[K+].[C:27]([O:33][C@@H:34]1[C@@H:39]([O:40][C:41](=[O:46])[C:42]([CH3:45])([CH3:44])[CH3:43])[C@H:38]([O:47][C:48](=[O:53])[C:49]([CH3:52])([CH3:51])[CH3:50])[C@@H:37]([CH2:54][O:55][C:56](=[O:61])[C:57]([CH3:60])([CH3:59])[CH3:58])[O:36][C@@H:35]1Br)(=[O:32])[C:28]([CH3:31])([CH3:30])[CH3:29]. (3) Given the product [Cl:1][C:2]1[CH:3]=[C:4]([N:8]2[C:13](=[O:14])[C:12]([O:15][CH2:16][CH:17]([CH3:19])[CH3:18])=[C:11]([C:24]3[CH:25]=[CH:26][C:27]([S:28][CH3:29])=[C:22]([F:21])[CH:23]=3)[CH:10]=[N:9]2)[CH:5]=[CH:6][CH:7]=1, predict the reactants needed to synthesize it. The reactants are: [Cl:1][C:2]1[CH:3]=[C:4]([N:8]2[C:13](=[O:14])[C:12]([O:15][CH2:16][CH:17]([CH3:19])[CH3:18])=[C:11](Br)[CH:10]=[N:9]2)[CH:5]=[CH:6][CH:7]=1.[F:21][C:22]1[CH:23]=[C:24](B(O)O)[CH:25]=[CH:26][C:27]=1[S:28][CH3:29]. (4) Given the product [Cl:21][C:6]1[CH:5]=[N:4][CH:3]=[C:2]([Cl:1])[C:7]=1[CH:8]=[C:9]([O:10][C:41](=[O:42])[C@H:40]([C:37]1[CH:38]=[CH:39][C:34]([CH2:30][CH:31]([CH3:33])[CH3:32])=[CH:35][CH:36]=1)[CH3:44])[C:11]1[CH:16]=[CH:15][C:14]([O:17][CH3:18])=[C:13]([O:19][CH3:20])[CH:12]=1, predict the reactants needed to synthesize it. The reactants are: [Cl:1][C:2]1[CH:3]=[N:4][CH:5]=[C:6]([Cl:21])[C:7]=1[CH2:8][C:9]([C:11]1[CH:16]=[CH:15][C:14]([O:17][CH3:18])=[C:13]([O:19][CH3:20])[CH:12]=1)=[O:10].C([N-]C(C)C)(C)C.[Li+].[CH2:30]([C:34]1[CH:39]=[CH:38][C:37]([C@H:40]([CH3:44])[C:41](Cl)=[O:42])=[CH:36][CH:35]=1)[CH:31]([CH3:33])[CH3:32]. (5) Given the product [C:36]([S:38][CH:6]1[CH2:9][N:8]([C:10]2[O:11][CH:12]=[C:13]([C:15](=[O:35])[NH:16][C@H:17]3[CH2:21][CH2:20][N:19]([C:22]([O:24][CH2:25][C:26]4[CH:31]=[CH:30][C:29]([N+:32]([O-:34])=[O:33])=[CH:28][CH:27]=4)=[O:23])[CH2:18]3)[N:14]=2)[CH2:7]1)(=[O:39])[CH3:37], predict the reactants needed to synthesize it. The reactants are: CS(O[CH:6]1[CH2:9][N:8]([C:10]2[O:11][CH:12]=[C:13]([C:15](=[O:35])[NH:16][C@H:17]3[CH2:21][CH2:20][N:19]([C:22]([O:24][CH2:25][C:26]4[CH:31]=[CH:30][C:29]([N+:32]([O-:34])=[O:33])=[CH:28][CH:27]=4)=[O:23])[CH2:18]3)[N:14]=2)[CH2:7]1)(=O)=O.[C:36]([O-:39])(=[S:38])[CH3:37].[K+].